This data is from Peptide-MHC class I binding affinity with 185,985 pairs from IEDB/IMGT. The task is: Regression. Given a peptide amino acid sequence and an MHC pseudo amino acid sequence, predict their binding affinity value. This is MHC class I binding data. (1) The peptide sequence is EGNETPGGY. The MHC is HLA-A01:01 with pseudo-sequence HLA-A01:01. The binding affinity (normalized) is 0.0802. (2) The peptide sequence is AMFQDPQER. The MHC is HLA-A02:01 with pseudo-sequence HLA-A02:01. The binding affinity (normalized) is 0.246. (3) The peptide sequence is TFMGMNVQF. The MHC is HLA-C04:01 with pseudo-sequence HLA-C04:01. The binding affinity (normalized) is 0.0847. (4) The peptide sequence is KSRCASPST. The MHC is HLA-A68:02 with pseudo-sequence HLA-A68:02. The binding affinity (normalized) is 0.0847. (5) The peptide sequence is RPRGHREFC. The MHC is HLA-A26:01 with pseudo-sequence HLA-A26:01. The binding affinity (normalized) is 0.0847.